The task is: Predict the reactants needed to synthesize the given product.. This data is from Full USPTO retrosynthesis dataset with 1.9M reactions from patents (1976-2016). (1) Given the product [Br:1][CH2:2][C:3]([N:8]([CH2:9][CH3:10])[CH2:6][CH3:7])=[O:4], predict the reactants needed to synthesize it. The reactants are: [Br:1][CH2:2][C:3](Br)=[O:4].[CH2:6]([NH:8][CH2:9][CH3:10])[CH3:7].C(N(C(C)C)C(C)C)C.O. (2) Given the product [NH2:12][C:3]1[C:2]([F:1])=[CH:11][C:6]2[N:7]=[C:8]([CH3:10])[O:9][C:5]=2[CH:4]=1, predict the reactants needed to synthesize it. The reactants are: [F:1][C:2]1[C:3]([N+:12]([O-])=O)=[CH:4][C:5]2[O:9][C:8]([CH3:10])=[N:7][C:6]=2[CH:11]=1.CO. (3) The reactants are: C(O)C.[O:4]([CH2:11][CH2:12][CH2:13][CH2:14][CH2:15][C:16]1[O:20][N:19]=[C:18]([C:21]([O:23]CC)=[O:22])[CH:17]=1)[C:5]1[CH:10]=[CH:9][CH:8]=[CH:7][CH:6]=1.[OH-].[K+]. Given the product [O:4]([CH2:11][CH2:12][CH2:13][CH2:14][CH2:15][C:16]1[O:20][N:19]=[C:18]([C:21]([OH:23])=[O:22])[CH:17]=1)[C:5]1[CH:10]=[CH:9][CH:8]=[CH:7][CH:6]=1, predict the reactants needed to synthesize it. (4) Given the product [Br:23][C:20]1[CH:21]=[CH:22][C:17]2[O:16][C:15]3[C:24](=[O:25])[NH:26][C:4]([C:3]4[CH:6]=[CH:7][C:8]([N+:10]([O-:12])=[O:11])=[CH:9][C:2]=4[Cl:1])=[N:13][C:14]=3[C:18]=2[CH:19]=1, predict the reactants needed to synthesize it. The reactants are: [Cl:1][C:2]1[CH:9]=[C:8]([N+:10]([O-:12])=[O:11])[CH:7]=[CH:6][C:3]=1[CH:4]=O.[NH2:13][C:14]1[C:18]2[CH:19]=[C:20]([Br:23])[CH:21]=[CH:22][C:17]=2[O:16][C:15]=1[C:24]([NH2:26])=[O:25].OS([O-])=O.[Na+].O. (5) Given the product [N+:12]([C:15]1[CH:16]=[C:17]([CH:20]=[CH:21][CH:22]=1)[CH:18]=[N:9][C:6]1[CH:5]=[CH:4][C:3]([C:2]([F:10])([F:11])[F:1])=[CH:8][CH:7]=1)([O-:14])=[O:13], predict the reactants needed to synthesize it. The reactants are: [F:1][C:2]([F:11])([F:10])[C:3]1[CH:8]=[CH:7][C:6]([NH2:9])=[CH:5][CH:4]=1.[N+:12]([C:15]1[CH:16]=[C:17]([CH:20]=[CH:21][CH:22]=1)[CH:18]=O)([O-:14])=[O:13]. (6) Given the product [CH3:8][C:4]1[CH:5]=[CH:6][CH:7]=[C:2]([CH3:1])[C:3]=1[N:9]1[CH2:10][CH2:11][N:12]([C:16]2[CH:17]=[CH:18][C:19]3[N:20]([C:22]([C:25]([F:26])([F:28])[F:27])=[N:23][N:24]=3)[N:21]=2)[CH2:13][CH2:14]1, predict the reactants needed to synthesize it. The reactants are: [CH3:1][C:2]1[CH:7]=[CH:6][CH:5]=[C:4]([CH3:8])[C:3]=1[N:9]1[CH2:14][CH2:13][NH:12][CH2:11][CH2:10]1.Cl[C:16]1[CH:17]=[CH:18][C:19]2[N:20]([C:22]([C:25]([F:28])([F:27])[F:26])=[N:23][N:24]=2)[N:21]=1. (7) Given the product [Br:7][C:8]1[C:13]([F:14])=[CH:12][C:11]([S:15]([N:1]2[CH2:6][CH2:5][O:4][CH2:3][CH2:2]2)(=[O:16])=[O:17])=[C:10]([F:19])[CH:9]=1, predict the reactants needed to synthesize it. The reactants are: [NH:1]1[CH2:6][CH2:5][O:4][CH2:3][CH2:2]1.[Br:7][C:8]1[C:13]([F:14])=[CH:12][C:11]([S:15](Cl)(=[O:17])=[O:16])=[C:10]([F:19])[CH:9]=1. (8) Given the product [CH3:41][C:21]1([CH3:42])[O:20][C:19]([NH:18][C@H:11]([C:12]2[CH:17]=[CH:16][CH:15]=[CH:14][CH:13]=2)[CH2:10][CH2:9][OH:8])=[N:24][S:23](=[O:26])(=[O:25])[CH:22]1[C:27]1[CH:32]=[CH:31][C:30]([CH3:43])=[CH:29][CH:28]=1, predict the reactants needed to synthesize it. The reactants are: [Si]([O:8][CH2:9][CH2:10][C@H:11]([NH:18][C:19]1[O:20][C:21]([CH3:42])([CH3:41])[CH:22]([C:27]2[CH:32]=[CH:31][C:30](OS(C(F)(F)F)(=O)=O)=[CH:29][CH:28]=2)[S:23](=[O:26])(=[O:25])[N:24]=1)[C:12]1[CH:17]=[CH:16][CH:15]=[CH:14][CH:13]=1)(C(C)(C)C)(C)C.[CH3:43][Al](C)C.CO. (9) The reactants are: COC1C=CC(C[N:8]([C:28]2[S:32][N:31]=[CH:30][N:29]=2)[S:9]([C:12]2[CH:13]=[CH:14][C:15]3[NH:20][CH:19]([C:21]4[CH:26]=[CH:25][CH:24]=[CH:23][CH:22]=4)[CH2:18][O:17][C:16]=3[CH:27]=2)(=[O:11])=[O:10])=CC=1.CC1(C)C2C(=C(P(C3C=CC=CC=3)C3C=CC=CC=3)C=CC=2)OC2C(P(C3C=CC=CC=3)C3C=CC=CC=3)=CC=CC1=2.Br[C:78]1[CH:83]=[CH:82][C:81]([C:84]([F:87])([F:86])[F:85])=[CH:80][CH:79]=1.CC(C)([O-])C.[Na+]. Given the product [C:21]1([CH:19]2[CH2:18][O:17][C:16]3[CH:27]=[C:12]([S:9]([NH:8][C:28]4[S:32][N:31]=[CH:30][N:29]=4)(=[O:10])=[O:11])[CH:13]=[CH:14][C:15]=3[N:20]2[C:78]2[CH:83]=[CH:82][C:81]([C:84]([F:87])([F:86])[F:85])=[CH:80][CH:79]=2)[CH:26]=[CH:25][CH:24]=[CH:23][CH:22]=1, predict the reactants needed to synthesize it.